This data is from Full USPTO retrosynthesis dataset with 1.9M reactions from patents (1976-2016). The task is: Predict the reactants needed to synthesize the given product. (1) The reactants are: [NH2:1][CH:2]1[CH:6]([OH:7])[CH2:5][N:4]([C:8]([O:10][C:11]([CH3:14])([CH3:13])[CH3:12])=[O:9])[CH2:3]1.[C:15](Cl)(=[O:17])[CH3:16]. Given the product [C:15]([NH:1][CH:2]1[CH:6]([OH:7])[CH2:5][N:4]([C:8]([O:10][C:11]([CH3:14])([CH3:13])[CH3:12])=[O:9])[CH2:3]1)(=[O:17])[CH3:16], predict the reactants needed to synthesize it. (2) Given the product [CH2:1]([O:8][C:9]([N:11]1[CH:15]([C:16](=[O:17])[NH:60][C:61]2[S:62][CH:63]=[C:64]([C:66]3[CH:67]=[CH:68][C:69]([C:70](=[O:71])[NH:72][CH:73]4[CH2:74][CH2:75]4)=[CH:76][CH:77]=3)[N:65]=2)[CH2:14][S:13][C@@H:12]1[C:19]1[CH:24]=[CH:23][CH:22]=[C:21]([O:25][CH3:26])[CH:20]=1)=[O:10])[C:2]1[CH:3]=[CH:4][CH:5]=[CH:6][CH:7]=1, predict the reactants needed to synthesize it. The reactants are: [CH2:1]([O:8][C:9]([N:11]1[CH:15]([C:16](O)=[O:17])[CH2:14][S:13][C@@H:12]1[C:19]1[CH:24]=[CH:23][CH:22]=[C:21]([O:25][CH3:26])[CH:20]=1)=[O:10])[C:2]1[CH:7]=[CH:6][CH:5]=[CH:4][CH:3]=1.CCN(C(C)C)C(C)C.CN(C(ON1N=NC2C=CC=NC1=2)=[N+](C)C)C.F[P-](F)(F)(F)(F)F.[NH2:60][C:61]1[S:62][CH:63]=[C:64]([C:66]2[CH:77]=[CH:76][C:69]([C:70]([NH:72][CH:73]3[CH2:75][CH2:74]3)=[O:71])=[CH:68][CH:67]=2)[N:65]=1. (3) The reactants are: C[O:2][C:3](=[O:40])[CH2:4][C@H:5]1[C:9]2[CH:10]=[CH:11][C:12]([O:14][C@H:15]3[C:23]4[C:18](=[C:19]([O:25][C:26]5[CH:31]=[C:30]([O:32][CH:33]6[CH2:38][CH2:37][O:36][CH2:35][CH2:34]6)[CH:29]=[CH:28][C:27]=5[F:39])[CH:20]=[CH:21][C:22]=4[F:24])[CH2:17][CH2:16]3)=[CH:13][C:8]=2[O:7][CH2:6]1.[OH-].[K+]. Given the product [F:24][C:22]1[CH:21]=[CH:20][C:19]([O:25][C:26]2[CH:31]=[C:30]([O:32][CH:33]3[CH2:38][CH2:37][O:36][CH2:35][CH2:34]3)[CH:29]=[CH:28][C:27]=2[F:39])=[C:18]2[C:23]=1[C@H:15]([O:14][C:12]1[CH:11]=[CH:10][C:9]3[C@H:5]([CH2:4][C:3]([OH:40])=[O:2])[CH2:6][O:7][C:8]=3[CH:13]=1)[CH2:16][CH2:17]2, predict the reactants needed to synthesize it. (4) Given the product [O-:33][N+:9]1[C:10]2[CH:11]=[CH:12][CH:13]=[CH:14][C:15]=2[C:6]2[N:5]([CH2:17][CH2:18][CH2:19][CH2:20][CH2:21][C:22](=[O:24])[CH3:23])[C:4]([CH2:1][CH2:2][CH3:3])=[N:16][C:7]=2[CH:8]=1, predict the reactants needed to synthesize it. The reactants are: [CH2:1]([C:4]1[N:5]([CH2:17][CH2:18][CH2:19][CH2:20][CH2:21][C:22](=[O:24])[CH3:23])[C:6]2[C:15]3[CH:14]=[CH:13][CH:12]=[CH:11][C:10]=3[N:9]=[CH:8][C:7]=2[N:16]=1)[CH2:2][CH3:3].C1C=C(Cl)C=C(C(OO)=[O:33])C=1. (5) Given the product [CH3:39][N:40]([CH3:44])[CH2:41][CH2:42][O:15][C:16]1[CH:17]=[CH:18][C:19]([O:31][CH2:32][C:33]2[CH:34]=[CH:35][CH:36]=[CH:37][CH:38]=2)=[C:20]([CH:30]=1)[C:21]([NH:23][C:24]1[CH:25]=[N:26][CH:27]=[CH:28][CH:29]=1)=[O:22], predict the reactants needed to synthesize it. The reactants are: CC(OC(/N=N/C(OC(C)C)=O)=O)C.[OH:15][C:16]1[CH:17]=[CH:18][C:19]([O:31][CH2:32][C:33]2[CH:38]=[CH:37][CH:36]=[CH:35][CH:34]=2)=[C:20]([CH:30]=1)[C:21]([NH:23][C:24]1[CH:25]=[N:26][CH:27]=[CH:28][CH:29]=1)=[O:22].[CH3:39][N:40]([CH3:44])[CH2:41][CH2:42]O.C1C=CC(P(C2C=CC=CC=2)C2C=CC=CC=2)=CC=1. (6) Given the product [CH2:64]([OH:67])[C@H:65]1[O:37][C@H:35]([O:36][C@:7]2([CH2:8][OH:9])[O:76][C@H:75]([CH2:77][OH:78])[C@@H:74]([OH:73])[C@@H:69]2[OH:71])[C@H:34]([OH:16])[C@@H:42]([OH:43])[C@@H:41]1[OH:40], predict the reactants needed to synthesize it. The reactants are: C1N([CH2:7][CH2:8][OH:9])CCN(CCS(O)(=O)=O)C1.[OH-:16].[Na+].C(N([CH2:34][C:35]([OH:37])=[O:36])[CH2:34][C:35]([OH:37])=[O:36])CN([CH2:34][C:35]([OH:37])=[O:36])[CH2:34][C:35]([OH:37])=[O:36].C(N(CC(O)=O)CC(O)=O)C[O:40][CH2:41][CH2:42][O:43]CCN(CC(O)=O)CC(O)=O.[C:64]([O-:67])(=O)[CH3:65].[Mg+2].[C:69]([O-])(=[O:71])C.[OH:73][CH2:74][CH:75]([CH2:77][OH:78])[OH:76]. (7) Given the product [F:54][C:53]([F:56])([F:55])[C:51]([OH:57])=[O:52].[Br:1][C:2]1[CH:11]=[CH:10][CH:9]=[C:8]2[C:3]=1[CH:4]=[CH:5][C:6]([O:49][CH3:50])=[C:7]2[CH2:12][N:13]1[C:19](=[O:20])[C@@H:18]([NH:21][C:22](=[O:34])[C@@H:23]([NH:25][CH3:26])[CH3:24])[C@H:17]([CH3:35])[N:16]([C:36](=[O:42])[CH2:37][S:38]([CH3:41])(=[O:40])=[O:39])[C:15]2[CH:43]=[CH:44][C:45]([C:47]#[N:48])=[CH:46][C:14]1=2, predict the reactants needed to synthesize it. The reactants are: [Br:1][C:2]1[CH:11]=[CH:10][CH:9]=[C:8]2[C:3]=1[CH:4]=[CH:5][C:6]([O:49][CH3:50])=[C:7]2[CH2:12][N:13]1[C:19](=[O:20])[C@@H:18]([NH:21][C:22](=[O:34])[C@@H:23]([N:25](C)[C:26](=O)OC(C)(C)C)[CH3:24])[C@H:17]([CH3:35])[N:16]([C:36](=[O:42])[CH2:37][S:38]([CH3:41])(=[O:40])=[O:39])[C:15]2[CH:43]=[CH:44][C:45]([C:47]#[N:48])=[CH:46][C:14]1=2.[C:51]([OH:57])([C:53]([F:56])([F:55])[F:54])=[O:52]. (8) Given the product [CH3:18][C:16]1[CH:15]=[CH:14][N:13]2[C:9]([C:5]3[CH:4]=[C:3]([OH:2])[CH:8]=[CH:7][CH:6]=3)=[CH:10][N:11]=[C:12]2[N:17]=1, predict the reactants needed to synthesize it. The reactants are: C[O:2][C:3]1[CH:4]=[C:5]([C:9]2[N:13]3[CH:14]=[CH:15][C:16]([CH3:18])=[N:17][C:12]3=[N:11][CH:10]=2)[CH:6]=[CH:7][CH:8]=1.[OH-].[Na+]. (9) Given the product [CH:13]1([C:2]2[CH:3]=[N:4][CH:5]=[CH:6][C:7]=2[O:8][CH2:9][CH:10]2[CH2:12][CH2:11]2)[CH2:15][CH2:14]1, predict the reactants needed to synthesize it. The reactants are: Br[C:2]1[CH:3]=[N:4][CH:5]=[CH:6][C:7]=1[O:8][CH2:9][CH:10]1[CH2:12][CH2:11]1.[CH:13]1([B-](F)(F)F)[CH2:15][CH2:14]1.[K+].C(=O)([O-])[O-].[Cs+].[Cs+]. (10) Given the product [OH:31][C@@H:30]([CH2:34][CH3:35])[CH2:29][C@H:26]1[CH2:25][CH2:24][C:23]2[S:22][C:21]3[N:20]=[CH:19][N:18]=[C:17]([O:16][CH:13]4[CH2:14][CH2:15][CH:10]([N:2]([CH3:1])[C:3](=[O:9])[O:4][C:5]([CH3:8])([CH3:6])[CH3:7])[CH2:11][CH2:12]4)[C:28]=3[C:27]1=2.[OH:31][C@H:30]([CH2:34][CH3:35])[CH2:29][C@H:26]1[CH2:25][CH2:24][C:23]2[S:22][C:21]3[N:20]=[CH:19][N:18]=[C:17]([O:16][CH:13]4[CH2:14][CH2:15][CH:10]([N:2]([CH3:1])[C:3](=[O:9])[O:4][C:5]([CH3:8])([CH3:6])[CH3:7])[CH2:11][CH2:12]4)[C:28]=3[C:27]1=2, predict the reactants needed to synthesize it. The reactants are: [CH3:1][N:2]([CH:10]1[CH2:15][CH2:14][CH:13]([O:16][C:17]2[C:28]3[C:27]4[C@@H:26]([CH2:29][CH:30]=[O:31])[CH2:25][CH2:24][C:23]=4[S:22][C:21]=3[N:20]=[CH:19][N:18]=2)[CH2:12][CH2:11]1)[C:3](=[O:9])[O:4][C:5]([CH3:8])([CH3:7])[CH3:6].Br[Mg][CH2:34][CH3:35].